This data is from Catalyst prediction with 721,799 reactions and 888 catalyst types from USPTO. The task is: Predict which catalyst facilitates the given reaction. (1) Reactant: [NH2:1][CH2:2][CH2:3][C:4]1[CH:9]=[CH:8][CH:7]=[CH:6][N:5]=1.CCN=C=NCCCN(C)C.[ClH:21].[F:22][C:23]1[CH:33]=[CH:32][CH:31]=[CH:30][C:24]=1[CH:25]=[CH:26][C:27](O)=[O:28].Cl.O1CCOCC1. Product: [ClH:21].[F:22][C:23]1[CH:33]=[CH:32][CH:31]=[CH:30][C:24]=1/[CH:25]=[CH:26]/[C:27]([NH:1][CH2:2][CH2:3][C:4]1[CH:9]=[CH:8][CH:7]=[CH:6][N:5]=1)=[O:28]. The catalyst class is: 2. (2) Reactant: [C:1]([CH2:3][C:4]([NH2:6])=[S:5])#[N:2].[CH3:7][C:8](=O)[CH2:9][C:10](=O)[CH2:11][CH2:12][CH2:13][CH2:14][CH3:15].C(N(CC)CC)C. Product: [CH2:11]([C:10]1[CH:9]=[C:8]([CH3:7])[C:3]([C:1]#[N:2])=[C:4]([SH:5])[N:6]=1)[CH2:12][CH2:13][CH2:14][CH3:15]. The catalyst class is: 14. (3) Reactant: N[C@H](C1N(C2C=CC=CC=2)C(=O)C2C(C=1)=CC=CC=2C)C.ClC1N=C2C(N=CN2C2CCCCO2)=C(Cl)N=1.CCN(C(C)C)C(C)C.[Cl:48][C:49]1[N:57]=[C:56]2[C:52]([N:53]=[CH:54][N:55]2[CH:58]2[CH2:63][CH2:62][CH2:61][CH2:60][O:59]2)=[C:51]([NH:64][CH:65]([C:67]2[N:68]([C:79]3[CH:84]=[CH:83][CH:82]=[CH:81][CH:80]=3)[C:69](=[O:78])[C:70]3[C:75]([CH:76]=2)=[CH:74][CH:73]=[CH:72][C:71]=3[CH3:77])[CH3:66])[N:50]=1. Product: [Cl:48][C:49]1[N:57]=[C:56]2[C:52]([N:53]=[CH:54][NH:55]2)=[C:51]([NH:64][C@H:65]([C:67]2[N:68]([C:79]3[CH:84]=[CH:83][CH:82]=[CH:81][CH:80]=3)[C:69](=[O:78])[C:70]3[C:75]([CH:76]=2)=[CH:74][CH:73]=[CH:72][C:71]=3[CH3:77])[CH3:66])[N:50]=1.[Cl:48][C:49]1[N:57]=[C:56]2[C:52]([N:53]=[CH:54][N:55]2[CH:58]2[CH2:63][CH2:62][CH2:61][CH2:60][O:59]2)=[C:51]([NH:64][CH:65]([C:67]2[N:68]([C:79]3[CH:84]=[CH:83][CH:82]=[CH:81][CH:80]=3)[C:69](=[O:78])[C:70]3[C:75]([CH:76]=2)=[CH:74][CH:73]=[CH:72][C:71]=3[CH3:77])[CH3:66])[N:50]=1. The catalyst class is: 114. (4) Reactant: Cl[C:2]1[C:3]2[S:23](=[O:24])[CH2:22][CH2:21][C:4]=2[N:5]=[C:6]([N:8]2[CH2:13][CH2:12][N:11]([C:14]3[CH:19]=[CH:18][C:17]([Cl:20])=[CH:16][CH:15]=3)[CH2:10][CH2:9]2)[N:7]=1.[Cl:25][C:26]1[CH:27]=[CH:28][C:29]2[N:33]=[C:32]([C@@H:34]([NH2:38])[CH2:35][O:36]C)[NH:31][C:30]=2[CH:39]=1.[CH:40](N(C(C)C)CC)(C)C.O. Product: [Cl:25][C:26]1[CH:27]=[CH:28][C:29]2[N:33]=[C:32]([C@@H:34]([NH:38][C:2]3[C:3]4[S:23](=[O:24])[CH2:22][CH2:21][C:4]=4[N:5]=[C:6]([N:8]4[CH2:13][CH2:12][N:11]([C:14]5[CH:19]=[CH:18][C:17]([Cl:20])=[CH:16][CH:15]=5)[CH2:10][CH2:9]4)[N:7]=3)[C@H:35]([OH:36])[CH3:40])[NH:31][C:30]=2[CH:39]=1. The catalyst class is: 346.